Dataset: Peptide-MHC class I binding affinity with 185,985 pairs from IEDB/IMGT. Task: Regression. Given a peptide amino acid sequence and an MHC pseudo amino acid sequence, predict their binding affinity value. This is MHC class I binding data. (1) The peptide sequence is CVFKFIVAK. The MHC is HLA-B08:02 with pseudo-sequence HLA-B08:02. The binding affinity (normalized) is 0.0847. (2) The peptide sequence is NMWREILSNT. The MHC is HLA-A02:03 with pseudo-sequence HLA-A02:03. The binding affinity (normalized) is 0.628. (3) The peptide sequence is VETKCPNLD. The MHC is HLA-A02:06 with pseudo-sequence HLA-A02:06. The binding affinity (normalized) is 0. (4) The peptide sequence is KSIQHLTV. The MHC is H-2-Db with pseudo-sequence H-2-Db. The binding affinity (normalized) is 0.0970. (5) The peptide sequence is NISFKSINK. The MHC is HLA-A31:01 with pseudo-sequence HLA-A31:01. The binding affinity (normalized) is 0.151.